Task: Predict the product of the given reaction.. Dataset: Forward reaction prediction with 1.9M reactions from USPTO patents (1976-2016) (1) Given the reactants C[O:2][C:3](=[O:16])[CH2:4][O:5][C:6]1[CH:14]=[CH:13][C:12]([SH:15])=[C:11]2[C:7]=1[CH2:8][CH2:9][CH2:10]2.Br[CH2:18][CH2:19][C:20]1[CH:25]=[CH:24][C:23]([C:26]2[CH:31]=[CH:30][C:29]([C:32]([F:35])([F:34])[F:33])=[CH:28][CH:27]=2)=[CH:22][CH:21]=1, predict the reaction product. The product is: [F:33][C:32]([F:34])([F:35])[C:29]1[CH:28]=[CH:27][C:26]([C:23]2[CH:24]=[CH:25][C:20]([CH2:19][CH2:18][S:15][C:12]3[CH:13]=[CH:14][C:6]([O:5][CH2:4][C:3]([OH:2])=[O:16])=[C:7]4[C:11]=3[CH2:10][CH2:9][CH2:8]4)=[CH:21][CH:22]=2)=[CH:31][CH:30]=1. (2) The product is: [NH2:19][C:4]1[CH:3]=[C:2]([C:23]2[C:24]([C:25]([O:27][CH3:28])=[O:26])=[CH:29][CH:30]=[C:21]([F:20])[CH:22]=2)[CH:7]=[CH:6][C:5]=1[N:8]([CH:13]1[CH2:18][CH2:17][CH2:16][CH2:15][CH2:14]1)[CH2:9][CH:10]([CH3:12])[CH3:11]. Given the reactants Br[C:2]1[CH:3]=[C:4]([NH2:19])[C:5]([N:8]([CH:13]2[CH2:18][CH2:17][CH2:16][CH2:15][CH2:14]2)[CH2:9][CH:10]([CH3:12])[CH3:11])=[CH:6][CH:7]=1.[F:20][C:21]1[CH:30]=[CH:29][C:24]([C:25]([O:27][CH3:28])=[O:26])=[C:23](B2OC(C)(C)C(C)(C)O2)[CH:22]=1.P([O-])([O-])([O-])=O.[K+].[K+].[K+], predict the reaction product. (3) The product is: [F:13][C:10]([F:11])([F:12])[S:7]([O:6][C:32]1[CH:31]=[CH:30][C:29]([C:28]2[N:24]([C:21]3[CH:22]=[N:23][C:18]([O:17][CH3:16])=[CH:19][CH:20]=3)[N:25]=[C:26]([O:36][CH2:37][C:38]([F:40])([F:39])[F:41])[CH:27]=2)=[CH:34][CH:33]=1)(=[O:8])=[O:9]. Given the reactants FC(F)(F)S([O:6][S:7]([C:10]([F:13])([F:12])[F:11])(=[O:9])=[O:8])(=O)=O.[CH3:16][O:17][C:18]1[N:23]=[CH:22][C:21]([N:24]2[C:28]([C:29]3[CH:34]=[CH:33][C:32](O)=[CH:31][CH:30]=3)=[CH:27][C:26]([O:36][CH2:37][C:38]([F:41])([F:40])[F:39])=[N:25]2)=[CH:20][CH:19]=1.N1C=CC=CC=1, predict the reaction product. (4) The product is: [CH3:24][O:20][C:19]([C:17]1([CH3:22])[O:16][C:15](=[O:23])[C:14]2[N:10]([C:4]3[CH:5]=[CH:6][C:7]([C:8]#[N:9])=[C:2]([Cl:1])[CH:3]=3)[CH:11]=[N:12][C:13]=2[CH2:18]1)=[O:21]. Given the reactants [Cl:1][C:2]1[CH:3]=[C:4]([N:10]2[C:14]3[C:15](=[O:23])[O:16][C:17]([CH3:22])([C:19]([OH:21])=[O:20])[CH2:18][C:13]=3[N:12]=[CH:11]2)[CH:5]=[CH:6][C:7]=1[C:8]#[N:9].[CH3:24][Si](C=[N+]=[N-])(C)C, predict the reaction product. (5) Given the reactants [CH2:1]([C:10]1[CH:18]=[CH:17][C:13]([C:14](Cl)=[O:15])=[CH:12][CH:11]=1)[CH2:2][CH2:3][CH2:4][CH2:5][CH2:6][CH2:7][CH2:8][CH3:9].[H-].C(O[Al](OC(C)(C)C)OC(C)(C)C)(C)(C)C.[Li+], predict the reaction product. The product is: [CH2:1]([C:10]1[CH:11]=[CH:12][C:13]([CH:14]=[O:15])=[CH:17][CH:18]=1)[CH2:2][CH2:3][CH2:4][CH2:5][CH2:6][CH2:7][CH2:8][CH3:9]. (6) Given the reactants [F:1][C:2]1[CH:3]=[CH:4][CH:5]=[C:6]2[C:11]=1[NH:10][N:9]=[C:8]([I:12])[C:7]2=[O:13].[CH3:14][O:15][C:16]([CH3:21])([CH3:20])[CH2:17][CH2:18]O.C1(P(C2C=CC=CC=2)C2C=CC=CC=2)C=CC=CC=1.N(C(OCC)=O)=NC(OCC)=O, predict the reaction product. The product is: [F:1][C:2]1[CH:3]=[CH:4][CH:5]=[C:6]2[C:11]=1[N:10]([CH2:18][CH2:17][C:16]([O:15][CH3:14])([CH3:21])[CH3:20])[N:9]=[C:8]([I:12])[C:7]2=[O:13].